From a dataset of Full USPTO retrosynthesis dataset with 1.9M reactions from patents (1976-2016). Predict the reactants needed to synthesize the given product. (1) Given the product [Cl:23][C:18]1[N:17]=[C:16]([C:15]2[N:26]3[CH:27]=[CH:28][CH:29]=[CH:30][C:25]3=[N:24][CH:14]=2)[C:21]([Cl:22])=[CH:20][N:19]=1, predict the reactants needed to synthesize it. The reactants are: BrN1C(=O)CCC1=O.C(O/[CH:14]=[CH:15]/[C:16]1[C:21]([Cl:22])=[CH:20][N:19]=[C:18]([Cl:23])[N:17]=1)CCC.[NH2:24][C:25]1[CH:30]=[CH:29][CH:28]=[CH:27][N:26]=1. (2) Given the product [Cl:22][C:17]1[CH:18]=[CH:19][CH:20]=[CH:21][C:16]=1[O:15][CH2:14][CH2:13][CH2:12][C:11]([NH:10][C:9]1[C:5]([C:3]([OH:4])=[O:2])=[CH:6][S:7][CH:8]=1)=[O:23], predict the reactants needed to synthesize it. The reactants are: C[O:2][C:3]([C:5]1[C:9]([NH:10][C:11](=[O:23])[CH2:12][CH2:13][CH2:14][O:15][C:16]2[CH:21]=[CH:20][CH:19]=[CH:18][C:17]=2[Cl:22])=[CH:8][S:7][CH:6]=1)=[O:4].O.[OH-].[Li+].